This data is from Kir2.1 potassium channel HTS with 301,493 compounds. The task is: Binary Classification. Given a drug SMILES string, predict its activity (active/inactive) in a high-throughput screening assay against a specified biological target. (1) The drug is s1c(C(=O)NC(c2ccc(OCC)cc2)CC(O)=O)ccc1. The result is 0 (inactive). (2) The compound is O(c1ccccc1)C(O\N=C(/N)c1ccc(cc1)C)=O. The result is 0 (inactive). (3) The molecule is O=C(N1CCN(CC1)c1ccccc1)C1CCC(CC1)Cn1c(=O)c2c([nH]c1=O)cccc2. The result is 0 (inactive).